This data is from Full USPTO retrosynthesis dataset with 1.9M reactions from patents (1976-2016). The task is: Predict the reactants needed to synthesize the given product. (1) Given the product [Br:1][C:2]1[C:3]([F:11])=[C:4]([C:13]2[CH:22]=[CH:21][C:16]([C:17]([O:19][CH3:20])=[O:18])=[C:15]([O:23][CH2:24][O:25][CH3:26])[CH:14]=2)[N:5]2[C:10]=1[CH:9]=[CH:8][CH:7]=[CH:6]2, predict the reactants needed to synthesize it. The reactants are: [Br:1][C:2]1[C:3]([F:11])=[CH:4][N:5]2[C:10]=1[CH:9]=[CH:8][CH:7]=[CH:6]2.I[C:13]1[CH:22]=[CH:21][C:16]([C:17]([O:19][CH3:20])=[O:18])=[C:15]([O:23][CH2:24][O:25][CH3:26])[CH:14]=1.C([O-])(=O)C.[K+].O. (2) Given the product [F:13][C:14]1[CH:19]=[C:18]([F:20])[CH:17]=[CH:16][C:15]=1[C@:21]12[CH2:30][O:29][C:28]([OH:31])([C:7]3[CH:8]=[N:9][N:10]([CH3:12])[CH:11]=3)[CH2:27][C@H:26]1[CH2:25][S:24][C:23]([NH:32][C:33](=[O:40])[C:34]1[CH:35]=[CH:36][CH:37]=[CH:38][CH:39]=1)=[N:22]2, predict the reactants needed to synthesize it. The reactants are: C([Li])CCC.Br[C:7]1[CH:8]=[N:9][N:10]([CH3:12])[CH:11]=1.[F:13][C:14]1[CH:19]=[C:18]([F:20])[CH:17]=[CH:16][C:15]=1[C@:21]12[CH2:30][O:29][C:28](=[O:31])[CH2:27][C@H:26]1[CH2:25][S:24][C:23]([NH:32][C:33](=[O:40])[C:34]1[CH:39]=[CH:38][CH:37]=[CH:36][CH:35]=1)=[N:22]2. (3) The reactants are: [C:1]1([CH:7]([C:9]2C=CC=C[CH:10]=2)[OH:8])[CH:6]=[CH:5][CH:4]=[CH:3][CH:2]=1. Given the product [CH3:10][CH2:9][CH:7]([OH:8])[C:1]1[CH:2]=[CH:3][CH:4]=[CH:5][CH:6]=1, predict the reactants needed to synthesize it. (4) Given the product [CH3:3][CH:2]([NH:4][CH2:5][C@H:7]1[CH2:12][N:11]([C:13]([O:15][C:16]([CH3:17])([CH3:18])[CH3:19])=[O:14])[CH2:10][CH2:9][N:8]1[C:20]([O:22][C:23]([CH3:25])([CH3:24])[CH3:26])=[O:21])[CH3:1], predict the reactants needed to synthesize it. The reactants are: [CH3:1][CH:2]([NH:4][C:5]([C@H:7]1[CH2:12][N:11]([C:13]([O:15][C:16]([CH3:19])([CH3:18])[CH3:17])=[O:14])[CH2:10][CH2:9][N:8]1[C:20]([O:22][C:23]([CH3:26])([CH3:25])[CH3:24])=[O:21])=O)[CH3:3].B.C1COCC1.C1COCC1. (5) Given the product [F:18][C@H:19]1[CH2:23][CH2:22][N:21]([C:2]2[CH:7]=[C:6]([B:8]3[O:12][C:11]([CH3:14])([CH3:13])[C:10]([CH3:16])([CH3:15])[O:9]3)[CH:5]=[CH:4][N:3]=2)[CH2:20]1, predict the reactants needed to synthesize it. The reactants are: F[C:2]1[CH:7]=[C:6]([B:8]2[O:12][C:11]([CH3:14])([CH3:13])[C:10]([CH3:16])([CH3:15])[O:9]2)[CH:5]=[CH:4][N:3]=1.Cl.[F:18][C@H:19]1[CH2:23][CH2:22][NH:21][CH2:20]1.C([O-])([O-])=O.[Na+].[Na+].